From a dataset of Forward reaction prediction with 1.9M reactions from USPTO patents (1976-2016). Predict the product of the given reaction. (1) Given the reactants [NH2:1][C:2]1[S:3][CH:4]=[C:5](/[C:7](=[N:25]/[OH:26])/[C:8]([NH:10][C@@H:11]2[C:23](=[O:24])[N:13]3[C:14]([C:20]([O-:22])=[O:21])=[C:15]([CH:18]=[CH2:19])[CH2:16][S:17][C@H:12]23)=[O:9])[N:6]=1.[NH4+].O.C.C(N(CC(O)=O)CC(O)=O)CN(CC(O)=O)CC(O)=O, predict the reaction product. The product is: [NH2:1][C:2]1[S:3][CH:4]=[C:5](/[C:7](=[N:25]/[OH:26])/[C:8]([NH:10][C@@H:11]2[C:23](=[O:24])[N:13]3[C:14]([C:20]([OH:22])=[O:21])=[C:15]([CH:18]=[CH2:19])[CH2:16][S:17][C@H:12]23)=[O:9])[N:6]=1. (2) Given the reactants [Cl:1][C:2]1[CH:3]=[C:4]([C:9]2([C:28]([F:31])([F:30])[F:29])[O:13][N:12]=[C:11]([C:14]3[CH:19]=[CH:18][C:17](/[CH:20]=[N:21]/[O:22][CH2:23][C:24](O)=[O:25])=[C:16]([CH3:27])[CH:15]=3)[CH2:10]2)[CH:5]=[C:6]([Cl:8])[CH:7]=1.Cl.CN(C)CCCN=C=NCC.[F:44][C:45]([F:49])([F:48])[CH2:46][NH2:47], predict the reaction product. The product is: [Cl:1][C:2]1[CH:3]=[C:4]([C:9]2([C:28]([F:31])([F:29])[F:30])[O:13][N:12]=[C:11]([C:14]3[CH:19]=[CH:18][C:17](/[CH:20]=[N:21]/[O:22][CH2:23][C:24]([NH:47][CH2:46][C:45]([F:49])([F:48])[F:44])=[O:25])=[C:16]([CH3:27])[CH:15]=3)[CH2:10]2)[CH:5]=[C:6]([Cl:8])[CH:7]=1. (3) Given the reactants [Cl-].[CH2:2]([Al+:4][CH2:5][CH3:6])[CH3:3].[CH3:7][N:8]([CH3:17])[C:9]1[CH:16]=[CH:15][CH:14]=[CH:13][C:10]=1[CH2:11][Li], predict the reaction product. The product is: [CH3:7][N:8]([CH3:17])[C:9]1[CH:16]=[CH:15][CH:14]=[CH:13][C:10]=1[CH2:11][Al:4]([CH2:5][CH3:6])[CH2:2][CH3:3]. (4) Given the reactants [CH3:1][N:2]([CH3:29])[S:3]([N:6]1[CH:10]=[C:9]([C:11]2[CH:16]=[CH:15][CH:14]=[CH:13][CH:12]=2)[N:8]=[C:7]1[CH2:17][NH:18]C(=O)OCC1C=CC=CC=1)(=[O:5])=[O:4], predict the reaction product. The product is: [NH2:18][CH2:17][C:7]1[N:6]([S:3]([N:2]([CH3:29])[CH3:1])(=[O:4])=[O:5])[CH:10]=[C:9]([C:11]2[CH:16]=[CH:15][CH:14]=[CH:13][CH:12]=2)[N:8]=1. (5) Given the reactants Br[C:2]1[CH:9]=[CH:8][C:5]([CH2:6][OH:7])=[CH:4][CH:3]=1.C1(P(C2C=CC=CC=2)C2C=CC=CC=2)C=CC=CC=1.C(N(CC)CC)C.[C:36]([O:40][CH2:41][CH3:42])(=[O:39])[CH:37]=[CH2:38], predict the reaction product. The product is: [CH2:41]([O:40][C:36](=[O:39])[CH:37]=[CH:38][C:2]1[CH:9]=[CH:8][C:5]([CH2:6][OH:7])=[CH:4][CH:3]=1)[CH3:42]. (6) The product is: [CH:25]1([C:30]([N:22]2[CH2:23][CH2:24][CH:19]([C:5]3[N:6]4[C:11]([C:10](=[O:12])[NH:9][C:8]([C:13]5[CH:18]=[CH:17][CH:16]=[CH:15][CH:14]=5)=[N:7]4)=[C:3]([CH2:1][CH3:2])[N:4]=3)[CH2:20][CH2:21]2)=[O:31])[CH2:29][CH2:28][CH2:27][CH2:26]1. Given the reactants [CH2:1]([C:3]1[N:4]=[C:5]([CH:19]2[CH2:24][CH2:23][NH:22][CH2:21][CH2:20]2)[N:6]2[C:11]=1[C:10](=[O:12])[NH:9][C:8]([C:13]1[CH:18]=[CH:17][CH:16]=[CH:15][CH:14]=1)=[N:7]2)[CH3:2].[CH:25]1([C:30](Cl)=[O:31])[CH2:29][CH2:28][CH2:27][CH2:26]1, predict the reaction product. (7) Given the reactants [CH3:1][C:2]1[CH:3]=[N:4][CH:5]=[CH:6][C:7]=1[CH3:8].C1C=C(Cl)C=C(C(OO)=[O:17])C=1, predict the reaction product. The product is: [CH3:1][C:2]1[CH:3]=[N+:4]([O-:17])[CH:5]=[CH:6][C:7]=1[CH3:8]. (8) The product is: [NH2:7][C:6]1[N:20]([CH2:16][CH3:17])[CH:18]=[N:1][C:2]=1[C:3]([NH2:5])=[O:4]. Given the reactants [NH2:1][CH:2]([C:6]#[N:7])[C:3]([NH2:5])=[O:4].C(O[CH2:16][CH3:17])(OCC)OCC.[CH2:18]([NH2:20])C, predict the reaction product. (9) The product is: [NH2:1][C:2]1[C:11]2=[CH:12][N:13]([CH:15]3[O:40][Si:35]([C:36]([CH3:39])([CH3:38])[CH3:37])([C:32]([CH3:33])([CH3:31])[CH3:34])[O:22][CH:18]4[C:17]([OH:16])([CH3:56])[CH2:23][O:24][CH:19]34)[N:28]=[C:29]3[C:10]2=[C:4]([C:5](=[O:25])[NH:6][N:26]=[CH:30]3)[CH:3]=1. Given the reactants [NH2:1][C:2]1[C:11]2=[CH:12][N:13]([CH:15]3[C:19](O)(C)[CH:18]([OH:22])[CH:17]([CH2:23][OH:24])[O:16]3)N=C3[C:10]2=[C:4]([C:5](=[O:25])[NH:6]N=C3)[CH:3]=1.[NH:26]1[CH:30]=[CH:29][N:28]=C1.[CH3:31][C:32]([Si:35](OS(C(F)(F)F)(=O)=O)([O:40]S(C(F)(F)F)(=O)=O)[C:36]([CH3:39])([CH3:38])[CH3:37])([CH3:34])[CH3:33].[CH3:56]N(C=O)C, predict the reaction product.